This data is from Experimentally validated miRNA-target interactions with 360,000+ pairs, plus equal number of negative samples. The task is: Binary Classification. Given a miRNA mature sequence and a target amino acid sequence, predict their likelihood of interaction. (1) The miRNA is hsa-miR-5683 with sequence UACAGAUGCAGAUUCUCUGACUUC. The protein sequence of the target gene is MSSRKQGSQPRGQQSAEEENFKKPTRSNMQRSKMRGASSGKKTAGPQQKNLEPALPGRWGGRSAENPPSGSVRKTRKNKQKTPGNGDGGSTSEAPQPPRKKRARADPTVESEEAFKNRMEVKVKIPEELKPWLVEDWDLVTRQKQLFQLPAKKNVDAILEEYANCKKSQGNVDNKEYAVNEVVAGIKEYFNVMLGTQLLYKFERPQYAEILLAHPDAPMSQVYGAPHLLRLFVRIGAMLAYTPLDEKSLALLLGYLHDFLKYLAKNSASLFTASDYKVASAEYHRKAL. Result: 1 (interaction). (2) The miRNA is mmu-miR-34b-5p with sequence AGGCAGUGUAAUUAGCUGAUUGU. The protein sequence of the target gene is MGEDTDTRKINHSFLRDHSYVTEADVISTVEFNHTGELLATGDKGGRVVIFQREPESKNAPHSQGEYDVYSTFQSHEPEFDYLKSLEIEEKINKIKWLPQQNAAHSLLSTNDKTIKLWKITERDKRPEGYNLKDEEGKLKDLSTVTSLQVPVLKPMDLMVEVSPRRTFANGHTYHINSISVNSDCETYMSADDLRINLWHLAITDRSFNIVDIKPANMEDLTEVITASEFHPHHCNLFVYSSSKGSLRLCDMRAAALCDKHSKLFEEPEDPSNRSFFSEIISSVSDVKFSHSGRYMLTRD.... Result: 1 (interaction). (3) The miRNA is mmu-miR-331-3p with sequence GCCCCUGGGCCUAUCCUAGAA. The protein sequence of the target gene is MGFWCRMSENQEQEEVITVRVQDPRVQNEGSWNSYVDYKIFLHTNSKAFTAKTSCVRRRYREFVWLRKQLQRNAGLVPVPELPGKSTFFGTSDEFIEKRRQGLQHFLEKVLQSVVLLSDSQLHLFLQSQLSVPEIEACVQGRSTMTVSDAILRYAMSNCGWAQEERQSSSHLAKGDQPKSCCFLPRSGRRSSPSPPPSEEKDHLEVWAPVVDSEVPSLESPTLPPLSSPLCCDFGRPKEGTSTLQSVRRAVGGDHAVPLDPGQLETVLEK. Result: 0 (no interaction). (4) The miRNA is hsa-miR-7974 with sequence AGGCUGUGAUGCUCUCCUGAGCCC. The protein sequence of the target gene is MSTGPDVKATVGDISSDGNLNVAQEECSRKGFCSVRHGLALILQLCNFSIYTQQMNLSIAIPAMVNNTAPPSQPNASTERPSTDSQGYWNETLKEFKAMAPAYDWSPEIQGIILSSLNYGSFLAPIPSGYVAGIFGAKYVVGAGLFISSFLTLFIPLAANAGVALLIVLRIVQGIAQVMVLTGQYSIWVKWAPPLERSQLTTIAGSGSMLGSFIVLLAGGLLCQTIGWPYVFYIFGGIGCACCPLWFPLIYDDPVNHPFISAGEKRYIVCSLAQQDCSPGWSLPIRAMIKSLPLWAILVS.... Result: 0 (no interaction). (5) The miRNA is hsa-miR-33a-3p with sequence CAAUGUUUCCACAGUGCAUCAC. The protein sequence of the target gene is MSSLPRRAKVQVQDVVLKDEFSSFSELSSASEEDDKEDSAWEPQKKVPRSRKQPPPKESKPKRMPRVKKNAPQISDGSEVVVVKEELNSSVAIADTALEDRKNKLDTVQTLKTAKTKQKCAAQPHTVRRTKKLKVEEETSKASNLEGESNSSETPSTSTVWGGTCKKEENDDDFTFGQSALKKIKTETYPQGQPVKFPANANSTKEEVEMNWDMVQVLSERTNIEPWVCANIIRLFNDDNTIPFIIRYRKELINNLDADSLREVQQTLEELRAVAKKVHSTIQKIKKEGKMSECLLKAML.... Result: 0 (no interaction).